From a dataset of NCI-60 drug combinations with 297,098 pairs across 59 cell lines. Regression. Given two drug SMILES strings and cell line genomic features, predict the synergy score measuring deviation from expected non-interaction effect. (1) Drug 1: CC1=CC2C(CCC3(C2CCC3(C(=O)C)OC(=O)C)C)C4(C1=CC(=O)CC4)C. Drug 2: CC(C)(C#N)C1=CC(=CC(=C1)CN2C=NC=N2)C(C)(C)C#N. Cell line: NCI-H522. Synergy scores: CSS=1.01, Synergy_ZIP=-1.39, Synergy_Bliss=-2.55, Synergy_Loewe=-5.96, Synergy_HSA=-2.22. (2) Drug 1: CC1OCC2C(O1)C(C(C(O2)OC3C4COC(=O)C4C(C5=CC6=C(C=C35)OCO6)C7=CC(=C(C(=C7)OC)O)OC)O)O. Drug 2: COC1=C2C(=CC3=C1OC=C3)C=CC(=O)O2. Cell line: SNB-75. Synergy scores: CSS=9.37, Synergy_ZIP=-2.85, Synergy_Bliss=0.684, Synergy_Loewe=-6.72, Synergy_HSA=0.632. (3) Drug 1: C1=C(C(=O)NC(=O)N1)N(CCCl)CCCl. Drug 2: CC12CCC3C(C1CCC2OP(=O)(O)O)CCC4=C3C=CC(=C4)OC(=O)N(CCCl)CCCl.[Na+]. Cell line: HOP-62. Synergy scores: CSS=12.2, Synergy_ZIP=1.36, Synergy_Bliss=-2.41, Synergy_Loewe=-24.6, Synergy_HSA=-4.27. (4) Drug 1: C1CN(CCN1C(=O)CCBr)C(=O)CCBr. Drug 2: CS(=O)(=O)OCCCCOS(=O)(=O)C. Cell line: SF-295. Synergy scores: CSS=9.78, Synergy_ZIP=-7.66, Synergy_Bliss=-3.42, Synergy_Loewe=-13.0, Synergy_HSA=-2.04.